Predict the reactants needed to synthesize the given product. From a dataset of Full USPTO retrosynthesis dataset with 1.9M reactions from patents (1976-2016). (1) The reactants are: [CH2:1]([C:3]1[C:4]([O:13][CH3:14])=[N:5][C:6]([CH3:12])=[C:7]([CH:11]=1)[C:8]([NH2:10])=[O:9])[CH3:2].CO[C:17](OC)([N:19]([CH3:21])[CH3:20])[CH3:18]. Given the product [CH3:20][N:19]([CH3:21])[C:17](=[N:10][C:8](=[O:9])[C:7]1[CH:11]=[C:3]([CH2:1][CH3:2])[C:4]([O:13][CH3:14])=[N:5][C:6]=1[CH3:12])[CH3:18], predict the reactants needed to synthesize it. (2) Given the product [OH:28][C:22]([C:24]([F:27])([F:26])[F:25])=[O:23].[CH3:1][N:2]1[CH:6]([C:7]([OH:9])=[O:8])[CH2:5][N:4]([C:14]2[C:19]([CH3:20])=[CH:18][CH:17]=[CH:16][N:15]=2)[C:3]1=[O:21], predict the reactants needed to synthesize it. The reactants are: [CH3:1][N:2]1[CH:6]([C:7]([O:9]C(C)(C)C)=[O:8])[CH2:5][N:4]([C:14]2[C:19]([CH3:20])=[CH:18][CH:17]=[CH:16][N:15]=2)[C:3]1=[O:21].[C:22]([OH:28])([C:24]([F:27])([F:26])[F:25])=[O:23].C(Cl)Cl. (3) Given the product [CH3:1][O:2][C:3]1[CH:8]=[CH:7][C:6]([C:9]2[CH:10]=[CH:11][C:12]([S:15]([NH:18][CH:19]([CH2:23][CH:22]([OH:34])[CH2:24][NH:25][C:26]3[CH:27]=[CH:28][CH:29]=[CH:30][CH:31]=3)[C:20]([OH:21])=[O:32])(=[O:16])=[O:17])=[CH:13][CH:14]=2)=[CH:5][CH:4]=1, predict the reactants needed to synthesize it. The reactants are: [CH3:1][O:2][C:3]1[CH:8]=[CH:7][C:6]([C:9]2[CH:14]=[CH:13][C:12]([S:15]([NH:18][CH:19]3[CH2:23][CH:22]([CH2:24][NH:25][C:26]4[CH:31]=[CH:30][CH:29]=[CH:28][CH:27]=4)[O:21][C:20]3=[O:32])(=[O:17])=[O:16])=[CH:11][CH:10]=2)=[CH:5][CH:4]=1.C[O:34]C1C=CC(C2C=CC(S(NC(CC3OC3)C(OC)=O)(=O)=O)=CC=2)=CC=1.NC1C=CC=CC=1.Cl([O-])(=O)(=O)=O.[Mg+2].Cl([O-])(=O)(=O)=O. (4) Given the product [CH2:11]([O:10][C:8]1[CH:9]=[C:4]([CH2:3][OH:2])[CH:5]=[N:6][CH:7]=1)[C:12]1[CH:13]=[CH:14][CH:15]=[CH:16][CH:17]=1, predict the reactants needed to synthesize it. The reactants are: C[O:2][C:3](=O)[C:4]1[CH:9]=[C:8]([O:10][CH2:11][C:12]2[CH:17]=[CH:16][CH:15]=[CH:14][CH:13]=2)[CH:7]=[N:6][CH:5]=1.[BH4-].[Li+].O.Cl. (5) Given the product [C:10]([O:14][C:15](=[O:34])[N:16]([C:26]1[CH:31]=[CH:30][C:29]([CH:32]([OH:33])[C:9]2[C:5]3[CH:4]=[N:3][CH:2]=[N:1][C:6]=3[NH:7][CH:8]=2)=[CH:28][N:27]=1)[CH2:17][C:18]1[CH:19]=[N:20][C:21]([O:24][CH3:25])=[CH:22][CH:23]=1)([CH3:13])([CH3:11])[CH3:12], predict the reactants needed to synthesize it. The reactants are: [N:1]1[C:6]2[NH:7][CH:8]=[CH:9][C:5]=2[CH:4]=[N:3][CH:2]=1.[C:10]([O:14][C:15](=[O:34])[N:16]([C:26]1[CH:31]=[CH:30][C:29]([CH:32]=[O:33])=[CH:28][N:27]=1)[CH2:17][C:18]1[CH:19]=[N:20][C:21]([O:24][CH3:25])=[CH:22][CH:23]=1)([CH3:13])([CH3:12])[CH3:11].[OH-].[K+].C(=O)(O)[O-].[Na+]. (6) Given the product [CH3:31][O:30][C:26]1[CH:25]=[C:24]([O:32][CH3:33])[CH:23]=[C:22]2[C:27]=1[C:28](=[O:53])[NH:29][C:20]([C:13]1[CH:14]=[CH:15][C:16]([O:18][CH3:19])=[CH:17][C:12]=1[NH:34][CH2:35][CH2:36][N:37]1[CH2:42][CH2:41][N:40]([C:43]([O:45][C:46]([CH3:49])([CH3:48])[CH3:47])=[O:44])[CH2:39][CH2:38]1)=[N:21]2, predict the reactants needed to synthesize it. The reactants are: C[Si]([N-][Si](C)(C)C)(C)C.[Li+].F[C:12]1[CH:17]=[C:16]([O:18][CH3:19])[CH:15]=[CH:14][C:13]=1[C:20]1[N:29]=[CH:28][C:27]2[C:22](=[CH:23][C:24]([O:32][CH3:33])=[CH:25][C:26]=2[O:30][CH3:31])[N:21]=1.[NH2:34][CH2:35][CH2:36][N:37]1[CH2:42][CH2:41][N:40]([C:43]([O:45][C:46]([CH3:49])([CH3:48])[CH3:47])=[O:44])[CH2:39][CH2:38]1.C1C[O:53]CC1. (7) Given the product [F:1][C:2]1[CH:7]=[C:6]([CH2:8][C:13](=[O:14])[C:12]([O:17][CH2:18][CH3:19])=[O:16])[C:5]([N+:9]([O-:11])=[O:10])=[CH:4][N:3]=1, predict the reactants needed to synthesize it. The reactants are: [F:1][C:2]1[CH:7]=[C:6]([CH3:8])[C:5]([N+:9]([O-:11])=[O:10])=[CH:4][N:3]=1.[C:12]([O:17][CH2:18][CH3:19])(=[O:16])[C:13]([O-])=[O:14].N12CCCN=C1CCCCC2.C(OCC)(=O)C.